From a dataset of Peptide-MHC class I binding affinity with 185,985 pairs from IEDB/IMGT. Regression. Given a peptide amino acid sequence and an MHC pseudo amino acid sequence, predict their binding affinity value. This is MHC class I binding data. (1) The peptide sequence is FHGEFTRAL. The MHC is HLA-B18:01 with pseudo-sequence HLA-B18:01. The binding affinity (normalized) is 0.0847. (2) The peptide sequence is GLVSLVENA. The MHC is HLA-A02:01 with pseudo-sequence HLA-A02:01. The binding affinity (normalized) is 0.420. (3) The peptide sequence is FLRSIAMLK. The MHC is HLA-A68:01 with pseudo-sequence HLA-A68:01. The binding affinity (normalized) is 0.568. (4) The binding affinity (normalized) is 0.420. The peptide sequence is LLPNTLVFQAK. The MHC is Mamu-A01 with pseudo-sequence Mamu-A01. (5) The peptide sequence is NLHYWTTQD. The MHC is HLA-A02:01 with pseudo-sequence HLA-A02:01. The binding affinity (normalized) is 0. (6) The peptide sequence is REFEAQNVP. The MHC is HLA-B27:05 with pseudo-sequence HLA-B27:05. The binding affinity (normalized) is 0.0847. (7) The peptide sequence is KSFSAGMFH. The MHC is HLA-A68:02 with pseudo-sequence HLA-A68:02. The binding affinity (normalized) is 0.0847.